Dataset: Catalyst prediction with 721,799 reactions and 888 catalyst types from USPTO. Task: Predict which catalyst facilitates the given reaction. (1) Reactant: [Br:1][C:2]1[CH:3]=[C:4]2[C:8](=[C:9]([C:11](O)=[O:12])[CH:10]=1)[NH:7][CH:6]=[C:5]2[CH:14]1[CH2:19][CH2:18][CH2:17][S:16](=[O:21])(=[O:20])[CH2:15]1.C(Cl)CCl.C1C=CC2N(O)N=[N:32]C=2C=1.N.O1CCOCC1. Product: [Br:1][C:2]1[CH:3]=[C:4]2[C:8](=[C:9]([C:11]([NH2:32])=[O:12])[CH:10]=1)[NH:7][CH:6]=[C:5]2[CH:14]1[CH2:19][CH2:18][CH2:17][S:16](=[O:21])(=[O:20])[CH2:15]1. The catalyst class is: 18. (2) Reactant: [Cl:1][C:2]1[C:7]([C:8]2[NH:12][C:11]3[CH:13]=[C:14]([N:18]4[CH:22]=[CH:21][N:20]=[CH:19]4)[CH:15]=[C:16]([CH3:17])[C:10]=3[N:9]=2)=[C:6](Cl)[N:5]=[CH:4][N:3]=1.[NH2:24][C@@H:25]([CH2:28][C:29]1[CH:34]=[CH:33][CH:32]=[CH:31][CH:30]=1)[CH2:26][OH:27].C(N(CC)CC)C. Product: [Cl:1][C:2]1[N:3]=[CH:4][N:5]=[C:6]([NH:24][C@@H:25]([CH2:28][C:29]2[CH:34]=[CH:33][CH:32]=[CH:31][CH:30]=2)[CH2:26][OH:27])[C:7]=1[C:8]1[NH:12][C:11]2[CH:13]=[C:14]([N:18]3[CH:22]=[CH:21][N:20]=[CH:19]3)[CH:15]=[C:16]([CH3:17])[C:10]=2[N:9]=1. The catalyst class is: 32. (3) Reactant: [NH2:1][C:2]1[C:7]([N+:8]([O-:10])=[O:9])=[CH:6][CH:5]=[C:4](Cl)[N:3]=1.[NH2:12][C:13]1[CH:27]=[CH:26][C:16]([C:17]([C:19]2[CH:24]=[CH:23][CH:22]=[CH:21][C:20]=2[CH3:25])=[O:18])=[C:15]([Cl:28])[CH:14]=1.CC([O-])(C)C.[K+]. Product: [NH2:1][C:2]1[N:3]=[C:4]([NH:12][C:13]2[CH:27]=[CH:26][C:16]([C:17]([C:19]3[CH:24]=[CH:23][CH:22]=[CH:21][C:20]=3[CH3:25])=[O:18])=[C:15]([Cl:28])[CH:14]=2)[CH:5]=[CH:6][C:7]=1[N+:8]([O-:10])=[O:9]. The catalyst class is: 16. (4) Reactant: [C:1]1([CH3:10])[CH:6]=[CH:5][C:4]([S@@:7]([NH2:9])=[O:8])=[CH:3][CH:2]=1.[CH3:11][C@@H:12]([C@@H:15]([O:17][CH2:18][C:19]1[CH:24]=[CH:23][CH:22]=CC=1)[CH3:16])[CH:13]=O.[OH2:25]. Product: [CH3:13][C@@H:12]([C@@H:15]([O:17][CH:18]1[CH2:19][CH2:24][CH2:23][CH2:22][O:25]1)[CH3:16])[CH:11]=[N:9][S@:7]([C:4]1[CH:5]=[CH:6][C:1]([CH3:10])=[CH:2][CH:3]=1)=[O:8]. The catalyst class is: 4. (5) The catalyst class is: 14. Product: [Cl:8][C:6]1[N:5]=[CH:4][N:3]=[C:2]([N:9]2[CH2:14][CH2:13][O:12][CH2:11][CH2:10]2)[CH:7]=1. Reactant: Cl[C:2]1[CH:7]=[C:6]([Cl:8])[N:5]=[CH:4][N:3]=1.[NH:9]1[CH2:14][CH2:13][O:12][CH2:11][CH2:10]1.C(N(CC)CC)C. (6) Reactant: [H-].[Na+].[O:3]([C:10]1[CH:33]=[CH:32][C:13]([C:14]([NH:16][C:17]2[CH:31]=[CH:30][C:20]([CH2:21][P:22](=[O:29])([O:26][CH2:27][CH3:28])[O:23][CH2:24][CH3:25])=[CH:19][CH:18]=2)=[O:15])=[CH:12][CH:11]=1)[C:4]1[CH:9]=[CH:8][CH:7]=[CH:6][CH:5]=1.Br[CH2:35][C:36]1[CH:41]=[CH:40][C:39]([CH:42]2[CH2:47][CH2:46][CH2:45][CH2:44][CH2:43]2)=[CH:38][CH:37]=1. Product: [CH:42]1([C:39]2[CH:40]=[CH:41][C:36]([CH2:35][N:16]([C:17]3[CH:31]=[CH:30][C:20]([CH2:21][P:22](=[O:29])([O:23][CH2:24][CH3:25])[O:26][CH2:27][CH3:28])=[CH:19][CH:18]=3)[C:14](=[O:15])[C:13]3[CH:32]=[CH:33][C:10]([O:3][C:4]4[CH:5]=[CH:6][CH:7]=[CH:8][CH:9]=4)=[CH:11][CH:12]=3)=[CH:37][CH:38]=2)[CH2:43][CH2:44][CH2:45][CH2:46][CH2:47]1. The catalyst class is: 49. (7) Product: [C:2]1([C:8]2[CH:13]=[C:12]([CH:14]=[CH:19][C:18]3[CH:21]=[C:22]([O:25][CH3:26])[CH:23]=[CH:24][C:17]=3[O:16][CH3:15])[CH:11]=[CH:10][N:9]=2)[CH:7]=[CH:6][CH:5]=[CH:4][CH:3]=1. Reactant: Cl.[C:2]1([C:8]2[CH:13]=[C:12]([CH3:14])[CH:11]=[CH:10][N:9]=2)[CH:7]=[CH:6][CH:5]=[CH:4][CH:3]=1.[CH3:15][O:16][C:17]1[CH:24]=[CH:23][C:22]([O:25][CH3:26])=[CH:21][C:18]=1[CH:19]=O.CC([O-])(C)C.[K+]. The catalyst class is: 3.